Dataset: Full USPTO retrosynthesis dataset with 1.9M reactions from patents (1976-2016). Task: Predict the reactants needed to synthesize the given product. (1) Given the product [CH3:1][S:2]([C:5]1[CH:10]=[CH:9][C:8]([N:11]2[CH:16]=[CH:15][C:14]([O:17][CH:18]3[CH2:23][CH2:22][N:21]([C:24]([O:26][C:27]4[CH:28]=[CH:29][C:30]([CH2:33][CH:34]([CH3:35])[CH3:36])=[CH:31][CH:32]=4)=[O:25])[CH2:20][CH2:19]3)=[CH:13][C:12]2=[O:37])=[CH:7][CH:6]=1)(=[O:3])=[O:4], predict the reactants needed to synthesize it. The reactants are: [CH3:1][S:2]([C:5]1[CH:10]=[CH:9][C:8]([N:11]2[CH:16]=[CH:15][C:14]([O:17][CH:18]3[CH2:23][CH2:22][N:21]([C:24]([O:26][C:27]4[CH:32]=[CH:31][C:30]([CH:33]=[C:34]([CH3:36])[CH3:35])=[CH:29][CH:28]=4)=[O:25])[CH2:20][CH2:19]3)=[CH:13][C:12]2=[O:37])=[CH:7][CH:6]=1)(=[O:4])=[O:3]. (2) Given the product [Cl:28][C:25]1[CH:26]=[CH:27][C:22]([NH:21][C:19](=[O:20])[NH:18][C:15]2[CH:14]=[CH:13][C:12]([N:7]3[CH:6]=[N:5][C:4]4[C:8]3=[N:9][CH:10]=[N:11][C:3]=4[NH:2][C:36]([NH:35][CH2:33][CH3:34])=[O:37])=[CH:17][CH:16]=2)=[CH:23][C:24]=1[C:29]([F:31])([F:32])[F:30], predict the reactants needed to synthesize it. The reactants are: Cl.[NH2:2][C:3]1[N:11]=[CH:10][N:9]=[C:8]2[C:4]=1[N:5]=[CH:6][N:7]2[C:12]1[CH:17]=[CH:16][C:15]([NH:18][C:19]([NH:21][C:22]2[CH:27]=[CH:26][C:25]([Cl:28])=[C:24]([C:29]([F:32])([F:31])[F:30])[CH:23]=2)=[O:20])=[CH:14][CH:13]=1.[CH2:33]([N:35]=[C:36]=[O:37])[CH3:34]. (3) Given the product [F:15][C:16]([F:27])([F:26])[C:17]1[CH:22]=[C:21]([C:2]2[CH:3]=[CH:4][C:5]3[N:11]4[CH2:12][CH2:13][CH:8]([CH2:9][CH2:10]4)[NH:7][C:6]=3[N:14]=2)[CH:20]=[CH:19][CH:18]=1, predict the reactants needed to synthesize it. The reactants are: Cl[C:2]1[CH:3]=[CH:4][C:5]2[N:11]3[CH2:12][CH2:13][CH:8]([CH2:9][CH2:10]3)[NH:7][C:6]=2[N:14]=1.[F:15][C:16]([F:27])([F:26])[C:17]1[CH:18]=[C:19](B(O)O)[CH:20]=[CH:21][CH:22]=1.C([O-])([O-])=O.[Cs+].[Cs+]. (4) Given the product [CH3:25][O:24][C:7]1[CH:6]=[CH:5][C:4]2[N:3]=[C:2]([NH:36][C:35]3[CH:37]=[CH:38][C:32]([N:29]4[CH2:28][CH2:27][O:26][CH2:31][CH2:30]4)=[C:33]([N+:39]([O-:41])=[O:40])[CH:34]=3)[C:11]3=[N:12][NH:13][CH:14]=[C:10]3[C:9]=2[CH:8]=1, predict the reactants needed to synthesize it. The reactants are: Cl[C:2]1[C:11]2=[N:12][N:13](CC3C=CC(OC)=CC=3)[CH:14]=[C:10]2[C:9]2[CH:8]=[C:7]([O:24][CH3:25])[CH:6]=[CH:5][C:4]=2[N:3]=1.[O:26]1[CH2:31][CH2:30][N:29]([C:32]2[CH:38]=[CH:37][C:35]([NH2:36])=[CH:34][C:33]=2[N+:39]([O-:41])=[O:40])[CH2:28][CH2:27]1.Cl.